Dataset: Full USPTO retrosynthesis dataset with 1.9M reactions from patents (1976-2016). Task: Predict the reactants needed to synthesize the given product. (1) Given the product [CH3:1][CH:2]([CH3:33])[C:3]([NH:5][C:6]1[CH:11]=[CH:10][CH:9]=[C:8]([CH:12]2[CH2:13][CH2:14][N:15]([CH2:18][CH2:19][CH2:20][C:21]3[C:42]4[C:41](=[CH:40][CH:39]=[C:38]([O:37][C:36]([F:35])([F:46])[F:47])[CH:43]=4)[NH:44][C:22]=3[C:24]3[CH:29]=[CH:28][CH:27]=[C:26]([N+:30]([O-:32])=[O:31])[CH:25]=3)[CH2:16][CH2:17]2)[CH:7]=1)=[O:4], predict the reactants needed to synthesize it. The reactants are: [CH3:1][CH:2]([CH3:33])[C:3]([NH:5][C:6]1[CH:11]=[CH:10][CH:9]=[C:8]([CH:12]2[CH2:17][CH2:16][N:15]([CH2:18][CH2:19][CH2:20][CH2:21][C:22]([C:24]3[CH:29]=[CH:28][CH:27]=[C:26]([N+:30]([O-:32])=[O:31])[CH:25]=3)=O)[CH2:14][CH2:13]2)[CH:7]=1)=[O:4].Cl.[F:35][C:36]([F:47])([F:46])[O:37][C:38]1[CH:43]=[CH:42][C:41]([NH:44]N)=[CH:40][CH:39]=1. (2) The reactants are: [C:1]12([NH2:11])[CH2:10][CH:5]3[CH2:6][CH:7]([CH2:9][CH:3]([CH2:4]3)[CH2:2]1)[CH2:8]2.Cl[CH2:13][C:14]1[N:18]=[C:17]([CH2:19][O:20][CH3:21])[O:16][N:15]=1. Given the product [CH3:21][O:20][CH2:19][C:17]1[O:16][N:15]=[C:14]([CH2:13][NH:11][C:1]23[CH2:8][CH:7]4[CH2:6][CH:5]([CH2:4][CH:3]([CH2:9]4)[CH2:2]2)[CH2:10]3)[N:18]=1, predict the reactants needed to synthesize it. (3) Given the product [NH2:16][C:4]([CH2:3][CH:2]([CH3:11])[CH3:1])=[CH:5][C:6]([O:8][CH3:9])=[O:7], predict the reactants needed to synthesize it. The reactants are: [CH3:1][CH:2]([CH3:11])[CH2:3][C:4](=O)[CH2:5][C:6]([O:8][CH3:9])=[O:7].C([O-])(=O)C.[NH4+:16].C(O)(=O)C. (4) Given the product [F:9][C:6]1([F:10])[CH2:5][CH2:4][CH2:3][C@@H:2]([NH:1][C:23](=[O:24])[O:22][C:19]([CH3:21])([CH3:20])[CH3:18])[C@@H:7]1[OH:8], predict the reactants needed to synthesize it. The reactants are: [NH2:1][C@H:2]1[C@H:7]([OH:8])[C:6]([F:10])([F:9])[CH2:5][CH2:4][CH2:3]1.C(N(CC)CC)C.[CH3:18][C:19]([O:22][C:23](O[C:23]([O:22][C:19]([CH3:21])([CH3:20])[CH3:18])=[O:24])=[O:24])([CH3:21])[CH3:20].